This data is from Full USPTO retrosynthesis dataset with 1.9M reactions from patents (1976-2016). The task is: Predict the reactants needed to synthesize the given product. (1) Given the product [CH3:1]/[C:2](=[CH:8]\[C:9]1[CH:10]=[N:11][CH:12]=[CH:13][CH:14]=1)/[C:3]([OH:5])=[O:4], predict the reactants needed to synthesize it. The reactants are: [CH3:1]/[C:2](=[CH:8]\[C:9]1[CH:10]=[N:11][CH:12]=[CH:13][CH:14]=1)/[C:3]([O:5]CC)=[O:4].C(C1NC(/C=C/C(O)=O)=C(C)N=1)C.[OH-].[Li+]. (2) The reactants are: C(OC([N:8]1[CH2:22][C:11]2=[C:12]3[N:17]([N:18]=[C:10]2[CH2:9]1)[C:16]([CH3:19])=[C:15]([F:20])[C:14]([CH3:21])=[N:13]3)=O)(C)(C)C.[ClH:23]. Given the product [ClH:23].[F:20][C:15]1[C:14]([CH3:21])=[N:13][C:12]2[N:17]([N:18]=[C:10]3[CH2:9][NH:8][CH2:22][C:11]3=2)[C:16]=1[CH3:19], predict the reactants needed to synthesize it. (3) Given the product [CH3:1][N:2]([C:3]1[S:4][C:5]2[CH:11]=[C:10]([N+:12]([O-:14])=[O:13])[CH:9]=[CH:8][C:6]=2[N:7]=1)[CH2:17][CH2:18][N:19]1[CH2:24][CH2:23][CH2:22][CH2:21][CH2:20]1, predict the reactants needed to synthesize it. The reactants are: [CH3:1][NH:2][C:3]1[S:4][C:5]2[CH:11]=[C:10]([N+:12]([O-:14])=[O:13])[CH:9]=[CH:8][C:6]=2[N:7]=1.Cl.Cl[CH2:17][CH2:18][N:19]1[CH2:24][CH2:23][CH2:22][CH2:21][CH2:20]1. (4) Given the product [F:51][C:52]1[CH:57]=[C:56]([F:58])[CH:55]=[CH:54][C:53]=1[NH:59][C:60](=[O:61])[NH:32][C:33]1[CH:34]=[CH:35][C:36]([C:39]2[S:43][C:42]([CH2:44][CH2:45][CH2:46][C:47]([O:49][CH3:50])=[O:48])=[N:41][N:40]=2)=[CH:37][CH:38]=1, predict the reactants needed to synthesize it. The reactants are: FC(F)(F)C1C=C(NC(=O)NC2C=CC(C3SC(CCC(OC)=O)=NC=3)=CC=2)C=CC=1.[NH2:32][C:33]1[CH:38]=[CH:37][C:36]([C:39]2[S:43][C:42]([CH2:44][CH2:45][CH2:46][C:47]([O:49][CH3:50])=[O:48])=[N:41][N:40]=2)=[CH:35][CH:34]=1.[F:51][C:52]1[CH:57]=[C:56]([F:58])[CH:55]=[CH:54][C:53]=1[N:59]=[C:60]=[O:61]. (5) Given the product [CH2:14]([O:13][C:11]([C:10]1[CH:9]=[N:8][N:7]2[C:2]([NH:34][C:33]3[CH:35]=[C:36]([CH3:39])[CH:37]=[CH:38][C:32]=3[F:31])=[C:3]([C:16]([N:18]3[CH2:23][CH2:22][CH:21]([C:24]4[CH:29]=[CH:28][C:27]([F:30])=[CH:26][CH:25]=4)[CH2:20][CH2:19]3)=[O:17])[CH:4]=[N:5][C:6]=12)=[O:12])[CH3:15], predict the reactants needed to synthesize it. The reactants are: Cl[C:2]1[N:7]2[N:8]=[CH:9][C:10]([C:11]([O:13][CH2:14][CH3:15])=[O:12])=[C:6]2[N:5]=[CH:4][C:3]=1[C:16]([N:18]1[CH2:23][CH2:22][CH:21]([C:24]2[CH:29]=[CH:28][C:27]([F:30])=[CH:26][CH:25]=2)[CH2:20][CH2:19]1)=[O:17].[F:31][C:32]1[CH:38]=[CH:37][C:36]([CH3:39])=[CH:35][C:33]=1[NH2:34]. (6) Given the product [F:28][C:29]1[CH:36]=[CH:35][CH:34]=[C:33]([F:37])[C:30]=1[CH2:31][O:27][C:26]1[CH:25]=[CH:24][C:4]([NH:5][C:6]2[C:15]3[C:10](=[CH:11][CH:12]=[CH:13][C:14]=3[O:16][CH:17]3[CH2:22][CH2:21][N:20]([CH3:23])[CH2:19][CH2:18]3)[N:9]=[CH:8][N:7]=2)=[CH:3][C:2]=1[CH3:1], predict the reactants needed to synthesize it. The reactants are: [CH3:1][C:2]1[CH:3]=[C:4]([CH:24]=[CH:25][C:26]=1[OH:27])[NH:5][C:6]1[C:15]2[C:10](=[CH:11][CH:12]=[CH:13][C:14]=2[O:16][CH:17]2[CH2:22][CH2:21][N:20]([CH3:23])[CH2:19][CH2:18]2)[N:9]=[CH:8][N:7]=1.[F:28][C:29]1[CH:36]=[CH:35][CH:34]=[C:33]([F:37])[C:30]=1[CH2:31]Cl. (7) Given the product [CH:31]1([CH2:30][O:13][CH:12]([C:14]2[CH:19]=[CH:18][N:17]=[CH:16][CH:15]=2)[CH2:11][N:7]2[C:8]3[CH:9]=[CH:10][C:2]([CH3:1])=[CH:3][C:4]=3[C:5]3[C@@H:26]4[N:22]([CH2:21][CH2:20][C:6]2=3)[CH2:23][CH2:24][CH2:25]4)[CH2:34][CH2:33][CH2:32]1, predict the reactants needed to synthesize it. The reactants are: [CH3:1][C:2]1[CH:10]=[CH:9][C:8]2[N:7]([CH2:11][CH:12]([C:14]3[CH:19]=[CH:18][N:17]=[CH:16][CH:15]=3)[OH:13])[C:6]3[CH2:20][CH2:21][N:22]4[C@@H:26]([C:5]=3[C:4]=2[CH:3]=1)[CH2:25][CH2:24][CH2:23]4.[H-].[Na+].Br[CH2:30][CH:31]1[CH2:34][CH2:33][CH2:32]1. (8) Given the product [CH2:18]([NH:20][C:21](=[O:47])[NH:22][C:23]1[N:28]=[CH:27][C:26]([C:29]2[CH:30]=[N:31][CH:32]=[C:33]([C:35]([NH2:3])=[O:37])[CH:34]=2)=[C:25]([C:38]2[S:39][CH:40]=[C:41]([C:43]([F:45])([F:44])[F:46])[N:42]=2)[CH:24]=1)[CH3:19], predict the reactants needed to synthesize it. The reactants are: C([N:3](CC)CC)C.C1(C(N)(C)C)C=CC=CC=1.[CH2:18]([NH:20][C:21](=[O:47])[NH:22][C:23]1[N:28]=[CH:27][C:26]([C:29]2[CH:30]=[N:31][CH:32]=[C:33]([C:35]([OH:37])=O)[CH:34]=2)=[C:25]([C:38]2[S:39][CH:40]=[C:41]([C:43]([F:46])([F:45])[F:44])[N:42]=2)[CH:24]=1)[CH3:19].CN(C(ON1N=NC2C=CC=NC1=2)=[N+](C)C)C.F[P-](F)(F)(F)(F)F. (9) Given the product [ClH:29].[CH2:1]([O:4][C@@H:5]1[CH2:13][C:12]2[C:7](=[CH:8][CH:9]=[CH:10][CH:11]=2)[C@@H:6]1[NH:14][C:15]([C@@H:17]1[CH2:21][CH2:20][CH2:19][NH:18]1)=[O:16])[C:2]#[CH:3], predict the reactants needed to synthesize it. The reactants are: [CH2:1]([O:4][C@@H:5]1[CH2:13][C:12]2[C:7](=[CH:8][CH:9]=[CH:10][CH:11]=2)[C@@H:6]1[NH:14][C:15]([C@@H:17]1[CH2:21][CH2:20][CH2:19][N:18]1C(OC(C)(C)C)=O)=[O:16])[C:2]#[CH:3].[ClH:29]. (10) Given the product [CH:36]1([C:34]([NH:33][C:31]2[N:32]=[C:27]3[CH:26]=[CH:25][C:24]([O:23][C:22]4[CH:39]=[CH:40][C:41]([F:42])=[C:20]([NH:19][C:7]([C:6]5[N:2]([CH3:1])[N:3]=[CH:4][CH:5]=5)=[O:9])[CH:21]=4)=[CH:29][N:28]3[N:30]=2)=[O:35])[CH2:37][CH2:38]1, predict the reactants needed to synthesize it. The reactants are: [CH3:1][N:2]1[C:6]([C:7]([OH:9])=O)=[CH:5][CH:4]=[N:3]1.O1CCCC1.S(Cl)(Cl)=O.[NH2:19][C:20]1[CH:21]=[C:22]([CH:39]=[CH:40][C:41]=1[F:42])[O:23][C:24]1[CH:25]=[CH:26][C:27]2[N:28]([N:30]=[C:31]([NH:33][C:34]([CH:36]3[CH2:38][CH2:37]3)=[O:35])[N:32]=2)[CH:29]=1.